This data is from Forward reaction prediction with 1.9M reactions from USPTO patents (1976-2016). The task is: Predict the product of the given reaction. (1) The product is: [Cl:18][C:19]1[CH:24]=[C:23]([NH:1][C:2]2[CH:3]=[CH:4][C:5]3[N:10]([CH3:11])[C:9](=[O:12])[O:8][C:7]([CH2:15][CH3:16])([CH2:13][CH3:14])[C:6]=3[CH:17]=2)[CH:22]=[CH:21][CH:20]=1. Given the reactants [NH2:1][C:2]1[CH:3]=[CH:4][C:5]2[N:10]([CH3:11])[C:9](=[O:12])[O:8][C:7]([CH2:15][CH3:16])([CH2:13][CH3:14])[C:6]=2[CH:17]=1.[Cl:18][C:19]1[CH:20]=[C:21](B(O)O)[CH:22]=[CH:23][CH:24]=1.C(N(CC)CC)C, predict the reaction product. (2) Given the reactants [CH:1]1([NH:8][C:9]2[N:14]3[N:15]=[C:16]([NH2:18])[N:17]=[C:13]3[CH:12]=[CH:11][CH:10]=2)[CH2:7][CH2:6][CH2:5][CH2:4][CH2:3][CH2:2]1.Cl[CH2:20][C:21]1[CH:29]=[CH:28][C:24]([C:25](Cl)=[O:26])=[CH:23][CH:22]=1.[NH:30]1[CH2:35][CH2:34][O:33][CH2:32][CH2:31]1, predict the reaction product. The product is: [CH:1]1([NH:8][C:9]2[N:14]3[N:15]=[C:16]([NH:18][C:25](=[O:26])[C:24]4[CH:28]=[CH:29][C:21]([CH2:20][N:30]5[CH2:35][CH2:34][O:33][CH2:32][CH2:31]5)=[CH:22][CH:23]=4)[N:17]=[C:13]3[CH:12]=[CH:11][CH:10]=2)[CH2:2][CH2:3][CH2:4][CH2:5][CH2:6][CH2:7]1. (3) Given the reactants [Cl:1][C:2]1[CH:39]=[CH:38][CH:37]=[CH:36][C:3]=1[O:4][CH:5]1[CH2:10][CH2:9][N:8]([C:11](=[O:35])[CH2:12][NH:13][C:14]([C:16]2[CH:20]=[C:19]([C:21]3[CH:26]=[CH:25][CH:24]=[CH:23][C:22]=3[O:27]CC3C=CC=CC=3)[NH:18][N:17]=2)=[O:15])[CH2:7][CH2:6]1, predict the reaction product. The product is: [Cl:1][C:2]1[CH:39]=[CH:38][CH:37]=[CH:36][C:3]=1[O:4][CH:5]1[CH2:10][CH2:9][N:8]([C:11](=[O:35])[CH2:12][NH:13][C:14]([C:16]2[CH:20]=[C:19]([C:21]3[CH:26]=[CH:25][CH:24]=[CH:23][C:22]=3[OH:27])[NH:18][N:17]=2)=[O:15])[CH2:7][CH2:6]1. (4) Given the reactants [F:1][C:2]1[CH:10]=[CH:9][C:5]([C:6]([OH:8])=O)=[CH:4][N:3]=1.[F:11][C:12]1[CH:17]=[CH:16][C:15]([CH:18]([C:22]2[CH:27]=[CH:26][C:25]([F:28])=[CH:24][CH:23]=2)[CH2:19][CH2:20][NH2:21])=[CH:14][CH:13]=1, predict the reaction product. The product is: [F:11][C:12]1[CH:17]=[CH:16][C:15]([CH:18]([C:22]2[CH:23]=[CH:24][C:25]([F:28])=[CH:26][CH:27]=2)[CH2:19][CH2:20][NH:21][C:6](=[O:8])[C:5]2[CH:9]=[CH:10][C:2]([F:1])=[N:3][CH:4]=2)=[CH:14][CH:13]=1. (5) Given the reactants [CH3:1][O:2][CH2:3][C:4]1([OH:16])[CH2:10][C@H:9]2[C:11]3([O:15][CH2:14][CH2:13][O:12]3)[C@H:6]([CH2:7][CH2:8]2)[CH2:5]1.Cl[CH2:18][C:19]1[C:20]([C:27]2[C:32]([Cl:33])=[CH:31][CH:30]=[CH:29][C:28]=2[Cl:34])=[N:21][O:22][C:23]=1[CH:24]1[CH2:26][CH2:25]1, predict the reaction product. The product is: [CH:24]1([C:23]2[O:22][N:21]=[C:20]([C:27]3[C:32]([Cl:33])=[CH:31][CH:30]=[CH:29][C:28]=3[Cl:34])[C:19]=2[CH2:18][O:16][C:4]2([CH2:3][O:2][CH3:1])[CH2:5][C@H:6]3[C:11]4([O:12][CH2:13][CH2:14][O:15]4)[C@H:9]([CH2:8][CH2:7]3)[CH2:10]2)[CH2:26][CH2:25]1.